From a dataset of Forward reaction prediction with 1.9M reactions from USPTO patents (1976-2016). Predict the product of the given reaction. (1) Given the reactants [CH3:1][O:2][C:3]1[N:8]=[C:7]([CH:9]=O)[CH:6]=[CH:5][CH:4]=1.[CH:11]1([NH2:14])[CH2:13][CH2:12]1, predict the reaction product. The product is: [CH:11]1([NH:14][CH2:9][C:7]2[CH:6]=[CH:5][CH:4]=[C:3]([O:2][CH3:1])[N:8]=2)[CH2:13][CH2:12]1. (2) The product is: [C:6]([Si:10]([CH3:12])([CH3:11])[O:25][C@@H:22]([CH2:21][CH2:20][C:14]1[CH:15]=[CH:16][CH:17]=[CH:18][CH:19]=1)[C:23]#[CH:24])([CH3:9])([CH3:8])[CH3:7]. Given the reactants N1C=CN=C1.[C:6]([Si:10](Cl)([CH3:12])[CH3:11])([CH3:9])([CH3:8])[CH3:7].[C:14]1([CH2:20][CH2:21][C@H:22]([OH:25])[C:23]#[CH:24])[CH:19]=[CH:18][CH:17]=[CH:16][CH:15]=1.Cl, predict the reaction product. (3) Given the reactants [O:1]1[C:5]2[CH:6]=[CH:7][C:8](B(O)O)=[CH:9][C:4]=2[CH2:3][CH2:2]1.Br[C:14]1[CH:15]=[C:16]([CH:18]=[CH:19][CH:20]=1)[NH2:17].C([O-])([O-])=O.[Na+].[Na+], predict the reaction product. The product is: [O:1]1[C:5]2[CH:6]=[CH:7][C:8]([C:14]3[CH:15]=[C:16]([NH2:17])[CH:18]=[CH:19][CH:20]=3)=[CH:9][C:4]=2[CH2:3][CH2:2]1. (4) The product is: [Cl:13][CH2:14][CH2:15][CH2:16][O:9][C:5]1[CH:4]=[C:3]([N:2]([CH3:10])[CH3:1])[CH:8]=[CH:7][CH:6]=1. Given the reactants [CH3:1][N:2]([CH3:10])[C:3]1[CH:4]=[C:5]([OH:9])[CH:6]=[CH:7][CH:8]=1.[H-].[Na+].[Cl:13][CH2:14][CH2:15][CH2:16]I.[Na+].[Cl-], predict the reaction product.